Dataset: Reaction yield outcomes from USPTO patents with 853,638 reactions. Task: Predict the reaction yield, written as a fraction of the theoretical maximum amount of product (1.0 means a 100% yield; for example, 0.34 means a 34% yield). The reactants are Cl.[CH2:2]([O:6][C:7]1[CH:12]=[C:11]([N:13]2[CH2:18][CH2:17][NH:16][CH2:15][CH2:14]2)[N:10]=[CH:9][N:8]=1)[CH:3]([CH3:5])[CH3:4].C(N(CC)CC)C.[Cl:26][CH2:27][C:28](Cl)=[O:29]. No catalyst specified. The product is [Cl:26][CH2:27][C:28]([N:16]1[CH2:17][CH2:18][N:13]([C:11]2[CH:12]=[C:7]([O:6][CH2:2][CH:3]([CH3:5])[CH3:4])[N:8]=[CH:9][N:10]=2)[CH2:14][CH2:15]1)=[O:29]. The yield is 0.860.